Binary Classification. Given a drug SMILES string, predict its activity (active/inactive) in a high-throughput screening assay against a specified biological target. From a dataset of HIV replication inhibition screening data with 41,000+ compounds from the AIDS Antiviral Screen. (1) The compound is Cc1ccccc1CC1(Br)CC(C)(C)c2ccccc2C1=O. The result is 0 (inactive). (2) The drug is CC(=O)OC1COC(Nc2[nH]c(=N)n(C)c(=O)c2N=O)C(OC(C)=O)C1OC(C)=O. The result is 0 (inactive). (3) The compound is CC(=O)OC1=C2CCC3C(CCC4(C)C(OC(C)=O)CCC34)C2(C)CC(C#N)C1=O. The result is 0 (inactive). (4) The result is 0 (inactive). The molecule is Cc1cc(S(=O)(=O)NC2=NCc3nc4ccccc4n32)c(S)cc1Cl. (5) The compound is O=C(O)C(O[N+](=O)[O-])c1ccccc1. The result is 0 (inactive).